From a dataset of Forward reaction prediction with 1.9M reactions from USPTO patents (1976-2016). Predict the product of the given reaction. (1) Given the reactants [C:1]([O:5][C:6]([NH:8][C@H:9]([C:22](=[O:33])[NH:23][CH:24]1[CH2:32][C:31]2[C:26](=[CH:27][CH:28]=[CH:29][CH:30]=2)[CH2:25]1)[CH2:10][CH2:11][C:12]([O:14]CC1C=CC=CC=1)=[O:13])=[O:7])([CH3:4])([CH3:3])[CH3:2], predict the reaction product. The product is: [C:1]([O:5][C:6]([NH:8][C@H:9]([C:22](=[O:33])[NH:23][CH:24]1[CH2:32][C:31]2[C:26](=[CH:27][CH:28]=[CH:29][CH:30]=2)[CH2:25]1)[CH2:10][CH2:11][C:12]([OH:14])=[O:13])=[O:7])([CH3:4])([CH3:2])[CH3:3]. (2) Given the reactants Cl[C:2]1[N:3]=[N:4][C:5]([C:8]2[S:12][N:11]=[C:10]([CH3:13])[N:9]=2)=[CH:6][CH:7]=1.Cl.Cl.[CH3:16][N:17]1[C:21](=[O:22])[C:20]2([CH2:27][CH2:26][NH:25][CH2:24][CH2:23]2)[N:19]([C:28]2[CH:33]=[CH:32][CH:31]=[CH:30][CH:29]=2)[CH2:18]1.C(=O)([O-])[O-].[K+].[K+], predict the reaction product. The product is: [CH3:16][N:17]1[C:21](=[O:22])[C:20]2([CH2:23][CH2:24][N:25]([C:2]3[N:3]=[N:4][C:5]([C:8]4[S:12][N:11]=[C:10]([CH3:13])[N:9]=4)=[CH:6][CH:7]=3)[CH2:26][CH2:27]2)[N:19]([C:28]2[CH:33]=[CH:32][CH:31]=[CH:30][CH:29]=2)[CH2:18]1. (3) Given the reactants [Cl:1][C:2]1[N:3]=[C:4](Cl)[C:5]2[C:10]([C:11]3[CH:20]=[CH:19][C:14]([C:15]([NH:17][CH3:18])=[O:16])=[CH:13][CH:12]=3)=[CH:9][N:8]([CH2:21][O:22][CH2:23][CH2:24][Si:25]([CH3:28])([CH3:27])[CH3:26])[C:6]=2[N:7]=1.[O:30]1[CH2:35][CH2:34][CH:33]([OH:36])[CH2:32][CH2:31]1.CC(C)([O-])C.[Na+], predict the reaction product. The product is: [Cl:1][C:2]1[N:3]=[C:4]([O:36][CH:33]2[CH2:34][CH2:35][O:30][CH2:31][CH2:32]2)[C:5]2[C:10]([C:11]3[CH:20]=[CH:19][C:14]([C:15]([NH:17][CH3:18])=[O:16])=[CH:13][CH:12]=3)=[CH:9][N:8]([CH2:21][O:22][CH2:23][CH2:24][Si:25]([CH3:26])([CH3:28])[CH3:27])[C:6]=2[N:7]=1. (4) The product is: [CH3:15][C:12]1[CH:13]=[CH:14][C:2]2[N:1]=[C:16](/[CH:17]=[CH:18]/[C:19]3[CH:24]=[CH:23][CH:22]=[CH:21][CH:20]=3)[N:4]([C:5]3[CH:10]=[CH:9][CH:8]=[CH:7][N:6]=3)[C:3]=2[CH:11]=1. Given the reactants [NH2:1][C:2]1[CH:14]=[CH:13][C:12]([CH3:15])=[CH:11][C:3]=1[NH:4][C:5]1[CH:10]=[CH:9][CH:8]=[CH:7][N:6]=1.[C:16](Cl)(=O)/[CH:17]=[CH:18]/[C:19]1[CH:24]=[CH:23][CH:22]=[CH:21][CH:20]=1.N1C=CC=CC=1N1C2C=CC=CC=2N=C1/C=C/C1C=CC=CC=1, predict the reaction product. (5) Given the reactants [NH2:1][C:2]1[CH:7]=[CH:6][C:5]([CH2:8][C:9]([CH3:11])=[O:10])=[CH:4][CH:3]=1.N1C=CC=CC=1.Cl[C:19]([O:21][CH2:22][C:23]([Cl:26])([Cl:25])[Cl:24])=[O:20], predict the reaction product. The product is: [O:10]=[C:9]([CH3:11])[CH2:8][C:5]1[CH:4]=[CH:3][C:2]([NH:1][C:19](=[O:20])[O:21][CH2:22][C:23]([Cl:26])([Cl:25])[Cl:24])=[CH:7][CH:6]=1.